From a dataset of Reaction yield outcomes from USPTO patents with 853,638 reactions. Predict the reaction yield, written as a fraction of the theoretical maximum amount of product (1.0 means a 100% yield; for example, 0.34 means a 34% yield). (1) The reactants are [Cl:1][C:2]1[CH:3]=[C:4]([CH:8]=[C:9]([O:11][CH:12]([F:14])[F:13])[CH:10]=1)[C:5]([OH:7])=O.C(Cl)(=O)C(Cl)=O.[CH3:21][NH:22][O:23][CH3:24].C(N(CC)CC)C. The catalyst is C(Cl)Cl.CN(C=O)C. The product is [Cl:1][C:2]1[CH:3]=[C:4]([CH:8]=[C:9]([O:11][CH:12]([F:14])[F:13])[CH:10]=1)[C:5]([N:22]([O:23][CH3:24])[CH3:21])=[O:7]. The yield is 0.930. (2) The reactants are [CH3:1][O:2][C:3]1[CH:8]=[CH:7][C:6]([Mg]Br)=[CH:5][CH:4]=1.[N:11]12[CH2:18][CH2:17][C:14]([C:19]([O:21]CC)=O)([CH2:15][CH2:16]1)[CH2:13][CH2:12]2. The catalyst is C1COCC1. The product is [N:11]12[CH2:12][CH2:13][C:14]([C:19]([C:6]3[CH:7]=[CH:8][C:3]([O:2][CH3:1])=[CH:4][CH:5]=3)([C:6]3[CH:7]=[CH:8][C:3]([O:2][CH3:1])=[CH:4][CH:5]=3)[OH:21])([CH2:15][CH2:16]1)[CH2:17][CH2:18]2. The yield is 0.890. (3) The yield is 0.340. The reactants are [CH2:1]([O:3][C:4]1[CH:13]=[CH:12][C:7]2[N:8]=[C:9]([NH2:11])[S:10][C:6]=2[CH:5]=1)[CH3:2].[C:14]1([CH3:23])[CH:19]=[CH:18][C:17]([C:20](Cl)=[O:21])=[CH:16][CH:15]=1.Br[CH:25]([CH3:31])[C:26]([O:28]CC)=[O:27].COC1C=CC2N=C(N)SC=2C=1.ClC1C=C(C=CC=1)C(Cl)=O.BrCC(OCC)=O. The product is [CH2:1]([O:3][C:4]1[CH:13]=[CH:12][C:7]2[N:8]([CH:25]([CH3:31])[C:26]([OH:28])=[O:27])[C:9](=[N:11][C:20](=[O:21])[C:17]3[CH:18]=[CH:19][C:14]([CH3:23])=[CH:15][CH:16]=3)[S:10][C:6]=2[CH:5]=1)[CH3:2]. No catalyst specified. (4) The reactants are [CH2:1]([N:8]([CH2:16][CH2:17][N:18]1[C:27]2[C:22]([C:23](=[O:29])[NH:24][C:25](=[O:28])[N:26]=2)=[N:21][C:20]2[CH:30]=[C:31]([CH3:35])[C:32]([CH3:34])=[CH:33][C:19]1=2)C(=O)OC(C)(C)C)[C:2]1[CH:7]=[CH:6][CH:5]=[CH:4][CH:3]=1.[C:36]([OH:42])([C:38]([F:41])([F:40])[F:39])=[O:37]. The catalyst is C(Cl)Cl. The product is [F:39][C:38]([F:41])([F:40])[C:36]([OH:42])=[O:37].[CH2:1]([NH:8][CH2:16][CH2:17][N:18]1[C:27]2[C:22]([C:23](=[O:29])[NH:24][C:25](=[O:28])[N:26]=2)=[N:21][C:20]2[CH:30]=[C:31]([CH3:35])[C:32]([CH3:34])=[CH:33][C:19]1=2)[C:2]1[CH:3]=[CH:4][CH:5]=[CH:6][CH:7]=1. The yield is 0.650. (5) The reactants are [CH2:1]([O:5][C:6]1[CH:10]=[C:9]([CH2:11][CH2:12][S:13]([NH2:16])(=[O:15])=[O:14])[N:8]([CH2:17][C:18]2[CH:23]=[CH:22][C:21]([Cl:24])=[CH:20][C:19]=2[Cl:25])[N:7]=1)[CH2:2][CH2:3][CH3:4].C(N(CC)C(C)C)(C)C.Cl[C:36]([O:38][CH2:39][CH2:40][CH2:41][CH2:42][CH3:43])=[O:37]. The catalyst is CN(C)C1C=CN=CC=1.CN(C)C(=O)C. The product is [CH2:1]([O:5][C:6]1[CH:10]=[C:9]([CH2:11][CH2:12][S:13]([NH:16][C:36](=[O:37])[O:38][CH2:39][CH2:40][CH2:41][CH2:42][CH3:43])(=[O:14])=[O:15])[N:8]([CH2:17][C:18]2[CH:23]=[CH:22][C:21]([Cl:24])=[CH:20][C:19]=2[Cl:25])[N:7]=1)[CH2:2][CH2:3][CH3:4]. The yield is 0.650. (6) The reactants are [Cl:1][C:2]1[CH:7]=[C:6]([F:8])[CH:5]=[CH:4][C:3]=1[O:9][CH3:10].[Li]CCCC.[C:16](=[O:18])=[O:17]. The catalyst is C1COCC1. The product is [Cl:1][C:2]1[C:3]([O:9][CH3:10])=[CH:4][CH:5]=[C:6]([F:8])[C:7]=1[C:16]([OH:18])=[O:17]. The yield is 0.950. (7) The catalyst is C(Cl)(Cl)Cl. The product is [Br:12][C:8]1[C:3]([C:2]([F:1])([F:10])[F:11])=[N:4][C:5]([NH2:9])=[N:6][CH:7]=1. The reactants are [F:1][C:2]([F:11])([F:10])[C:3]1[CH:8]=[CH:7][N:6]=[C:5]([NH2:9])[N:4]=1.[Br:12]N1C(=O)CCC1=O.C(Cl)Cl.[OH-].[Na+]. The yield is 0.750. (8) The yield is 0.890. The reactants are [Br:1][C:2]1[CH:9]=[CH:8][C:5](C=O)=[CH:4][CH:3]=1.[CH3:10][NH:11][CH2:12][CH:13]([C:15]1[CH:20]=[CH:19][CH:18]=[CH:17][CH:16]=1)[OH:14].[BH-](OC(C)=O)(OC(C)=O)O[C:23](C)=O.[Na+]. No catalyst specified. The product is [Br:1][C:2]1[CH:9]=[CH:8][C:5]([CH2:10][N:11]([CH2:12][CH:13]([C:15]2[CH:20]=[CH:19][CH:18]=[CH:17][CH:16]=2)[OH:14])[CH3:23])=[CH:4][CH:3]=1. (9) The catalyst is ClS(O)(=O)=O. The reactants are [F:1][C:2]([F:18])([C:7]1[CH:12]=[CH:11][CH:10]=[CH:9][C:8]=1[CH2:13][CH2:14][C:15]([OH:17])=O)[C:3]([F:6])([F:5])[F:4]. The yield is 0.690. The product is [F:18][C:2]([F:1])([C:7]1[CH:12]=[CH:11][CH:10]=[C:9]2[C:8]=1[CH2:13][CH2:14][C:15]2=[O:17])[C:3]([F:4])([F:5])[F:6].